The task is: Regression. Given a peptide amino acid sequence and an MHC pseudo amino acid sequence, predict their binding affinity value. This is MHC class I binding data.. This data is from Peptide-MHC class I binding affinity with 185,985 pairs from IEDB/IMGT. (1) The peptide sequence is ANTSSASNK. The MHC is HLA-A31:01 with pseudo-sequence HLA-A31:01. The binding affinity (normalized) is 0.268. (2) The peptide sequence is RAIEAQQHL. The MHC is HLA-A23:01 with pseudo-sequence HLA-A23:01. The binding affinity (normalized) is 0.0300. (3) The peptide sequence is GVNACQVGV. The MHC is HLA-A33:01 with pseudo-sequence HLA-A33:01. The binding affinity (normalized) is 0.00794. (4) The peptide sequence is AVAVHDFFK. The MHC is HLA-A03:01 with pseudo-sequence HLA-A03:01. The binding affinity (normalized) is 0.563. (5) The peptide sequence is MSHLNLTMP. The MHC is H-2-Kb with pseudo-sequence H-2-Kb. The binding affinity (normalized) is 0.292. (6) The MHC is HLA-A02:06 with pseudo-sequence HLA-A02:06. The peptide sequence is KLLEGEEERL. The binding affinity (normalized) is 0.300. (7) The peptide sequence is NQNLIPSTVK. The MHC is HLA-A03:01 with pseudo-sequence HLA-A03:01. The binding affinity (normalized) is 0.117. (8) The peptide sequence is YNAKRIETV. The MHC is HLA-A02:03 with pseudo-sequence HLA-A02:03. The binding affinity (normalized) is 0.0847. (9) The binding affinity (normalized) is 0.773. The MHC is H-2-Kb with pseudo-sequence H-2-Kb. The peptide sequence is LNTRRRQLL. (10) The peptide sequence is QLYTISSESL. The MHC is HLA-A02:02 with pseudo-sequence HLA-A02:02. The binding affinity (normalized) is 0.605.